From a dataset of Full USPTO retrosynthesis dataset with 1.9M reactions from patents (1976-2016). Predict the reactants needed to synthesize the given product. (1) Given the product [F:50][C:42]1[CH:43]=[CH:44][C:45]([O:48][CH3:49])=[C:46]2[C:41]=1[O:40][CH2:39][CH:38]([NH2:37])[CH2:47]2, predict the reactants needed to synthesize it. The reactants are: BrBr.FF.C([Li])CCC.C1C=CC(S(N(S(C2C=CC=CC=2)(=O)=O)F)(=O)=O)=CC=1.C([N:37](CC1C=CC=CC=1)[CH:38]1[CH2:47][C:46]2[C:41](=[C:42]([F:50])[CH:43]=[CH:44][C:45]=2[O:48][CH3:49])[O:40][CH2:39]1)C1C=CC=CC=1. (2) Given the product [Cl:20][C:17]1[CH:16]=[CH:15][C:14]([C:12]2[C:11]3[CH:21]=[C:22]([O:25][CH3:26])[CH:23]=[CH:24][C:10]=3[N:9]3[C:27]([CH3:30])=[N:28][N:29]=[C:8]3[C@H:7]([CH2:6][C:5]([NH:4][CH2:3][CH2:2][NH:1][C:42](=[O:43])[CH2:41][CH2:40][C:35]3[CH:36]=[CH:37][C:38]([OH:39])=[C:33]([OH:32])[CH:34]=3)=[O:31])[N:13]=2)=[CH:19][CH:18]=1, predict the reactants needed to synthesize it. The reactants are: [NH2:1][CH2:2][CH2:3][NH:4][C:5](=[O:31])[CH2:6][C@@H:7]1[N:13]=[C:12]([C:14]2[CH:19]=[CH:18][C:17]([Cl:20])=[CH:16][CH:15]=2)[C:11]2[CH:21]=[C:22]([O:25][CH3:26])[CH:23]=[CH:24][C:10]=2[N:9]2[C:27]([CH3:30])=[N:28][N:29]=[C:8]12.[OH:32][C:33]1[CH:34]=[C:35]([CH2:40][CH2:41][C:42](O)=[O:43])[CH:36]=[CH:37][C:38]=1[OH:39].CCN=C=NCCCN(C)C.C1C=CC2N(O)N=NC=2C=1.C(N(CC)CC)C. (3) Given the product [Br:9][C:5]1[S:4][C:3]([CH2:1][CH3:2])=[N:7][C:6]=1[CH3:8], predict the reactants needed to synthesize it. The reactants are: [CH2:1]([C:3]1[S:4][CH:5]=[C:6]([CH3:8])[N:7]=1)[CH3:2].[Br:9]Br. (4) Given the product [Cl:2][C:3]1[N:4]=[CH:5][N:6]([C:8]2[C:13]([O:14][CH3:15])=[CH:12][C:11]([NH:16][C:17]([NH2:1])=[S:18])=[CH:10][C:9]=2[F:19])[CH:7]=1, predict the reactants needed to synthesize it. The reactants are: [NH3:1].[Cl:2][C:3]1[N:4]=[CH:5][N:6]([C:8]2[C:13]([O:14][CH3:15])=[CH:12][C:11]([N:16]=[C:17]=[S:18])=[CH:10][C:9]=2[F:19])[CH:7]=1. (5) Given the product [CH3:26][O:34][C:2]1[CH:10]=[CH:9][C:8]([B:11]2[O:15][C:14]([CH3:17])([CH3:16])[C:13]([CH3:19])([CH3:18])[O:12]2)=[C:7]2[C:3]=1[C:4]([NH2:21])=[N:5][N:6]2[CH3:20], predict the reactants needed to synthesize it. The reactants are: Cl[C:2]1[CH:10]=[CH:9][C:8]([B:11]2[O:15][C:14]([CH3:17])([CH3:16])[C:13]([CH3:19])([CH3:18])[O:12]2)=[C:7]2[C:3]=1[C:4]([NH2:21])=[N:5][N:6]2[CH3:20].BrC1C=C[C:26]([O:34]C)=C2C=1N(C)N=C2N. (6) Given the product [CH2:1]([O:3][C:4](=[O:23])[CH2:5][CH:6]1[CH2:11][CH2:10][N:9]([C:12]2[C:17]([NH:18][C:28](=[O:29])[C:27]3[CH:31]=[CH:32][CH:33]=[C:25]([Cl:24])[CH:26]=3)=[CH:16][C:15]([S:19]([CH3:22])(=[O:21])=[O:20])=[CH:14][N:13]=2)[CH2:8][CH2:7]1)[CH3:2], predict the reactants needed to synthesize it. The reactants are: [CH2:1]([O:3][C:4](=[O:23])[CH2:5][CH:6]1[CH2:11][CH2:10][N:9]([C:12]2[C:17]([NH2:18])=[CH:16][C:15]([S:19]([CH3:22])(=[O:21])=[O:20])=[CH:14][N:13]=2)[CH2:8][CH2:7]1)[CH3:2].[Cl:24][C:25]1[CH:26]=[C:27]([CH:31]=[CH:32][CH:33]=1)[C:28](Cl)=[O:29]. (7) Given the product [CH3:39][C:21]1[CH:22]=[C:23]([C:25]2[S:29][C:28]([NH:30][C:31]([NH:33][CH2:37][CH2:36][C:45]3[O:46][C:42]([CH2:40][CH3:41])=[CH:43][N:44]=3)=[O:32])=[N:27][C:26]=2[CH3:38])[CH:24]=[C:19]([CH3:18])[N:20]=1, predict the reactants needed to synthesize it. The reactants are: CNC(NC1SC(C2C=CN=CC=2)=C(C)N=1)=O.[CH3:18][C:19]1[CH:24]=[C:23]([C:25]2[S:29][C:28]([NH:30][C:31]([N:33]3[CH:37]=[CH:36]N=C3)=[O:32])=[N:27][C:26]=2[CH3:38])[CH:22]=[C:21]([CH3:39])[N:20]=1.[CH2:40]([C:42]1[O:46][C:45](CCN)=[N:44][CH:43]=1)[CH3:41]. (8) Given the product [CH2:22]([N:14]([CH2:13][CH2:12][C:7]1[N:8]([CH3:11])[C:9]2[C:5]([CH:6]=1)=[CH:4][C:3]([CH:24]=[O:25])=[C:2]([CH:26]=[CH2:27])[CH:10]=2)[C:15](=[O:21])[O:16][C:17]([CH3:20])([CH3:19])[CH3:18])[CH3:23], predict the reactants needed to synthesize it. The reactants are: Cl[C:2]1[CH:10]=[C:9]2[C:5]([CH:6]=[C:7]([CH2:12][CH2:13][N:14]([CH2:22][CH3:23])[C:15](=[O:21])[O:16][C:17]([CH3:20])([CH3:19])[CH3:18])[N:8]2[CH3:11])=[CH:4][C:3]=1[CH:24]=[O:25].[CH:26]([B-](F)(F)F)=[CH2:27].[K+].C([O-])([O-])=O.[K+].[K+].O1CCOCC1.